This data is from Full USPTO retrosynthesis dataset with 1.9M reactions from patents (1976-2016). The task is: Predict the reactants needed to synthesize the given product. The reactants are: Br[C:2]1[CH:7]=[CH:6][C:5]([S:8]([CH2:11][CH2:12][N:13]([CH3:15])[CH3:14])(=[O:10])=[O:9])=[CH:4][CH:3]=1.B1(B2OC(C)(C)C(C)(C)O2)OC(C)(C)C(C)(C)O1.[C:34]([O-:37])(=O)[CH3:35].[K+].C(Cl)Cl.[NH2:42][C:43]1[C:44]([C:50]2[O:54][C:53]([C:55]3[CH:60]=CC(CC([O-])=O)=[CH:57][CH:56]=3)=[N:52][N:51]=2)=[N:45][C:46](Br)=[CH:47][N:48]=1.C([O-])([O-])=O.[Na+].[Na+]. Given the product [NH2:42][C:43]1[C:44]([C:50]2[O:54][C:53]([C:55]3[CH:60]=[CH:35][C:34]([OH:37])=[CH:57][CH:56]=3)=[N:52][N:51]=2)=[N:45][C:46]([C:2]2[CH:7]=[CH:6][C:5]([S:8]([CH2:11][CH2:12][N:13]([CH3:15])[CH3:14])(=[O:10])=[O:9])=[CH:4][CH:3]=2)=[CH:47][N:48]=1, predict the reactants needed to synthesize it.